Dataset: Peptide-MHC class I binding affinity with 185,985 pairs from IEDB/IMGT. Task: Regression. Given a peptide amino acid sequence and an MHC pseudo amino acid sequence, predict their binding affinity value. This is MHC class I binding data. (1) The peptide sequence is VQSFKINIF. The MHC is HLA-B15:03 with pseudo-sequence HLA-B15:03. The binding affinity (normalized) is 0.636. (2) The peptide sequence is PAEMLANID. The MHC is HLA-A29:02 with pseudo-sequence HLA-A29:02. The binding affinity (normalized) is 0.